This data is from Reaction yield outcomes from USPTO patents with 853,638 reactions. The task is: Predict the reaction yield, written as a fraction of the theoretical maximum amount of product (1.0 means a 100% yield; for example, 0.34 means a 34% yield). (1) The reactants are [O:1]1[C:5]2[CH:6]=[CH:7][C:8]([C:10]3([C:13]([NH:15][C:16]4[CH:21]=[C:20]([C:22]5[CH:27]=[CH:26][C:25]([C:28](=[O:32])[N:29]([CH3:31])[CH3:30])=[CH:24][CH:23]=5)[C:19]([C:33]([O:35]C)=[O:34])=[CH:18][CH:17]=4)=[O:14])[CH2:12][CH2:11]3)=[CH:9][C:4]=2[O:3][CH2:2]1. The catalyst is CN(C=O)C.C([O-])([O-])=O.[K+].[K+]. The product is [O:1]1[C:5]2[CH:6]=[CH:7][C:8]([C:10]3([C:13]([NH:15][C:16]4[CH:21]=[C:20]([C:22]5[CH:27]=[CH:26][C:25]([C:28](=[O:32])[N:29]([CH3:31])[CH3:30])=[CH:24][CH:23]=5)[C:19]([C:33]([OH:35])=[O:34])=[CH:18][CH:17]=4)=[O:14])[CH2:12][CH2:11]3)=[CH:9][C:4]=2[O:3][CH2:2]1. The yield is 0.0800. (2) The reactants are Br[CH2:2][C:3]([C:5]12[CH2:14][CH:9]3[CH2:10][CH:11]([CH2:13][CH:7]([CH2:8]3)[CH2:6]1)[CH2:12]2)=[O:4].C(N(C(C)C)CC)(C)C.[NH2:24][C:25]1[CH:30]=[CH:29][C:28]([NH:31][C:32](=[O:34])[CH3:33])=[CH:27][CH:26]=1. The catalyst is C(#N)C. The product is [C:5]12([C:3](=[O:4])[CH2:2][NH:24][C:25]3[CH:26]=[CH:27][C:28]([NH:31][C:32](=[O:34])[CH3:33])=[CH:29][CH:30]=3)[CH2:14][CH:9]3[CH2:10][CH:11]([CH2:13][CH:7]([CH2:8]3)[CH2:6]1)[CH2:12]2. The yield is 0.610. (3) The reactants are [CH:1]([S:3]([C:6]1[CH:11]=[CH:10][CH:9]=[CH:8][CH:7]=1)(=[O:5])=[O:4])=[CH2:2].Cl.[CH3:13][O:14][C:15](=[O:18])[CH2:16][NH2:17].C(N(CC)CC)C.[C:26](O[C:26]([O:28][C:29]([CH3:32])([CH3:31])[CH3:30])=[O:27])([O:28][C:29]([CH3:32])([CH3:31])[CH3:30])=[O:27]. The catalyst is CCO. The product is [CH3:13][O:14][C:15](=[O:18])[CH2:16][N:17]([CH2:2][CH2:1][S:3]([C:6]1[CH:11]=[CH:10][CH:9]=[CH:8][CH:7]=1)(=[O:4])=[O:5])[C:26]([O:28][C:29]([CH3:32])([CH3:31])[CH3:30])=[O:27]. The yield is 0.970. (4) The reactants are [CH3:1][O:2][C:3]1[CH:4]=[C:5]2[C:10](=[CH:11][C:12]=1[O:13][CH3:14])[N:9]=[CH:8][CH:7]=[C:6]2[O:15][C:16]1[C:22]([CH3:23])=[CH:21][C:19]([NH2:20])=[C:18]([CH3:24])[CH:17]=1.Cl[C:26](Cl)([O:28]C(=O)OC(Cl)(Cl)Cl)Cl.[CH2:37]([N:39]([CH2:47][CH3:48])[CH2:40][CH2:41][CH:42]([OH:46])[CH2:43][CH2:44][CH3:45])[CH3:38].C(=O)(O)[O-].[Na+]. The catalyst is C(Cl)Cl.C(N(CC)CC)C.C1(C)C=CC=CC=1. The product is [CH3:1][O:2][C:3]1[CH:4]=[C:5]2[C:10](=[CH:11][C:12]=1[O:13][CH3:14])[N:9]=[CH:8][CH:7]=[C:6]2[O:15][C:16]1[C:22]([CH3:23])=[CH:21][C:19]([NH:20][C:26](=[O:28])[O:46][CH:42]([CH2:41][CH2:40][N:39]([CH2:37][CH3:38])[CH2:47][CH3:48])[CH2:43][CH2:44][CH3:45])=[C:18]([CH3:24])[CH:17]=1. The yield is 0.320. (5) The reactants are Br[CH2:2][CH2:3][O:4][C:5]1[CH:6]=[CH:7][C:8]([Cl:30])=[C:9]([CH:29]=1)[C:10]([NH:12][C:13](=[O:28])[NH:14][C:15]1[S:16][C:17]2[CH:23]=[C:22]([S:24]([CH3:27])(=[O:26])=[O:25])[CH:21]=[CH:20][C:18]=2[N:19]=1)=[O:11].[CH3:31][NH:32][CH3:33]. The catalyst is CC#N. The product is [Cl:30][C:8]1[CH:7]=[CH:6][C:5]([O:4][CH2:3][CH2:2][N:32]([CH3:33])[CH3:31])=[CH:29][C:9]=1[C:10]([NH:12][C:13](=[O:28])[NH:14][C:15]1[S:16][C:17]2[CH:23]=[C:22]([S:24]([CH3:27])(=[O:26])=[O:25])[CH:21]=[CH:20][C:18]=2[N:19]=1)=[O:11]. The yield is 0.0600. (6) The reactants are [C:1]([N:8]1[CH2:12][C@@H:11]([N:13]=[N+]=[N-])[CH2:10][C@@H:9]1[CH2:16][CH:17]=[CH2:18])([O:3][C:4]([CH3:7])([CH3:6])[CH3:5])=[O:2].CP(C)C.O. The catalyst is C1COCC1. The product is [C:1]([N:8]1[CH2:12][C@H:11]([NH2:13])[CH2:10][C@@H:9]1[CH2:16][CH:17]=[CH2:18])([O:3][C:4]([CH3:7])([CH3:6])[CH3:5])=[O:2]. The yield is 0.700. (7) The reactants are [C:1]1(P([C:1]2[CH:6]=[CH:5]C=[CH:3][CH:2]=2)[C:1]2[CH:6]=[CH:5]C=[CH:3][CH:2]=2)[CH:6]=[CH:5]C=[CH:3][CH:2]=1.[NH:20]=[N+:21]=[N-:22].[CH3:34][CH2:33][O:32][C:30](/N=N/[C:30]([O:32][CH2:33][CH3:34])=[O:31])=[O:31].[C:35]1([CH3:41])[CH:40]=[CH:39][CH:38]=[CH:37][CH:36]=1. The catalyst is CCOC(C)=O. The product is [CH2:33]([O:32][C:30](=[O:31])[CH2:41][C@@H:35]1[CH2:40][CH2:39][CH2:38][C@H:37]([N:20]=[N+:21]=[N-:22])[CH2:36]1)[C:34]1[CH:5]=[CH:6][CH:1]=[CH:2][CH:3]=1. The yield is 0.800. (8) The reactants are C(O[CH:5]1[C@H:9]([O:10][C:11](=[O:13])[CH3:12])[C@H:8]([O:14][CH2:15][C:16]2[CH:21]=[CH:20][CH:19]=[CH:18][CH:17]=2)[C@:7]([CH2:24][O:25][CH2:26][C:27]2[CH:32]=[CH:31][CH:30]=[CH:29][CH:28]=2)([CH:22]=[CH2:23])[O:6]1)(=O)C.[O:33]=[C:34]1[NH:42][C:41]([NH:43][C:44](=[O:48])[CH:45]([CH3:47])[CH3:46])=[N:40][C:39]2[NH:38][CH:37]=[N:36][C:35]1=2.[Si](OS(C(F)(F)F)(=O)=O)(C)(C)C.C([O-])(O)=O.[Na+]. The catalyst is CC#N. The product is [C:11]([O:10][C@@H:9]1[C@H:8]([O:14][CH2:15][C:16]2[CH:21]=[CH:20][CH:19]=[CH:18][CH:17]=2)[C@:7]([CH2:24][O:25][CH2:26][C:27]2[CH:28]=[CH:29][CH:30]=[CH:31][CH:32]=2)([CH:22]=[CH2:23])[O:6][C@H:5]1[N:38]1[CH:37]=[N:36][C:35]2[C:34](=[O:33])[NH:42][C:41]([NH:43][C:44](=[O:48])[CH:45]([CH3:46])[CH3:47])=[N:40][C:39]1=2)(=[O:13])[CH3:12]. The yield is 0.510. (9) The reactants are [CH3:1][O:2][C:3]1[CH:20]=[CH:19][C:6]([CH2:7][N:8]2[C:17]3[C:12](=[CH:13][CH:14]=[CH:15][CH:16]=3)[CH2:11][CH2:10][C:9]2=[O:18])=[CH:5][CH:4]=1.[Li+].CC([N-]C(C)C)C.Br[CH2:30][C:31]([O:33][C:34]([CH3:37])([CH3:36])[CH3:35])=[O:32]. The catalyst is C1COCC1. The product is [C:34]([O:33][C:31](=[O:32])[CH2:30][CH:10]1[CH2:11][C:12]2[C:17](=[CH:16][CH:15]=[CH:14][CH:13]=2)[N:8]([CH2:7][C:6]2[CH:5]=[CH:4][C:3]([O:2][CH3:1])=[CH:20][CH:19]=2)[C:9]1=[O:18])([CH3:37])([CH3:36])[CH3:35]. The yield is 0.530. (10) The reactants are Cl[C:2]1[C:3]2[S:19][CH:18]=[CH:17][C:4]=2[N:5]=[C:6]([C:8]([C:10]2[CH:15]=[CH:14][C:13]([F:16])=[CH:12][CH:11]=2)=[O:9])[N:7]=1.[CH3:20][C:21]1[NH:25][N:24]=[C:23]([NH2:26])[CH:22]=1.CCN(C(C)C)C(C)C. The catalyst is CN(C=O)C.O. The product is [F:16][C:13]1[CH:14]=[CH:15][C:10]([C:8]([C:6]2[N:7]=[C:2]([NH:26][C:23]3[CH:22]=[C:21]([CH3:20])[NH:25][N:24]=3)[C:3]3[S:19][CH:18]=[CH:17][C:4]=3[N:5]=2)=[O:9])=[CH:11][CH:12]=1. The yield is 0.730.